This data is from hERG Central: cardiac toxicity at 1µM, 10µM, and general inhibition. The task is: Predict hERG channel inhibition at various concentrations. (1) The compound is CCOc1ccccc1CN1CCCC(C(=O)c2ccc(OC)c(OC)c2)C1. Results: hERG_inhib (hERG inhibition (general)): blocker. (2) The drug is COc1ccc(-c2nnc(SC(C)C(=O)NCc3ccc4c(c3)OCO4)n2Cc2ccco2)cc1. Results: hERG_inhib (hERG inhibition (general)): blocker. (3) The drug is COc1ccc2cc(CCNC(=O)c3cccc([N+](=O)[O-])c3)c(=O)[nH]c2c1. Results: hERG_inhib (hERG inhibition (general)): blocker. (4) The drug is CCC1Oc2ccccc2N(CC(=O)NCCCN2CCN(c3ccc(OC)cc3)CC2)C1=O. Results: hERG_inhib (hERG inhibition (general)): blocker. (5) The molecule is Cc1cccn2c(=O)c(/C=C(\C#N)S(=O)(=O)c3ccccc3)c(N3CCC(C(N)=O)CC3)nc12. Results: hERG_inhib (hERG inhibition (general)): blocker. (6) The drug is CCCCCn1c(CN2CCN(C(=O)c3ccco3)CC2)nc2c1c(=O)n(C)c(=O)n2C. Results: hERG_inhib (hERG inhibition (general)): blocker. (7) The compound is Cc1ccc(C)c(-n2c(SCC(=O)Nc3nonc3C)nnc2-c2ccoc2C)c1. Results: hERG_inhib (hERG inhibition (general)): blocker.